This data is from Reaction yield outcomes from USPTO patents with 853,638 reactions. The task is: Predict the reaction yield, written as a fraction of the theoretical maximum amount of product (1.0 means a 100% yield; for example, 0.34 means a 34% yield). (1) The reactants are [OH-].[Na+:2].[Br:3][C:4]1[N:5]([C:14]2[C:23]3[C:18](=[CH:19][CH:20]=[CH:21][CH:22]=3)[C:17]([CH:24]3[CH2:26][CH2:25]3)=[CH:16][CH:15]=2)[C:6]([S:9][CH2:10][C:11]([OH:13])=[O:12])=[N:7][N:8]=1. The catalyst is C(O)C. The product is [Br:3][C:4]1[N:5]([C:14]2[C:23]3[C:18](=[CH:19][CH:20]=[CH:21][CH:22]=3)[C:17]([CH:24]3[CH2:26][CH2:25]3)=[CH:16][CH:15]=2)[C:6]([S:9][CH2:10][C:11]([O-:13])=[O:12])=[N:7][N:8]=1.[Na+:2]. The yield is 1.00. (2) The yield is 0.220. The reactants are [N:1]1[C:10]2[C:5](=[CH:6][CH:7]=[CH:8][CH:9]=2)[N:4]=[CH:3][C:2]=1[N:11]1[CH2:22][CH2:21][C:14]2([NH:19][C:18](=[O:20])[CH2:17][CH2:16][CH2:15]2)[CH2:13][CH2:12]1.C1COCC1.[CH3:28][C:29]1[CH:36]=[CH:35][C:34]([CH3:37])=[CH:33][C:30]=1[CH2:31]Cl. The catalyst is [NH4+].[Cl-]. The product is [CH3:28][C:29]1[CH:36]=[CH:35][C:34]([CH3:37])=[CH:33][C:30]=1[CH2:31][N:19]1[C:14]2([CH2:21][CH2:22][N:11]([C:2]3[CH:3]=[N:4][C:5]4[C:10](=[CH:9][CH:8]=[CH:7][CH:6]=4)[N:1]=3)[CH2:12][CH2:13]2)[CH2:15][CH2:16][CH2:17][C:18]1=[O:20]. (3) The reactants are [CH3:1][C:2]1([CH3:9])[CH2:7][CH2:6][C:5](=[O:8])[CH2:4][CH2:3]1.[NH2:10]OS(O)(=O)=O. The catalyst is C(O)=O. The product is [CH3:1][C:2]1([CH3:9])[CH2:7][CH2:6][NH:10][C:5](=[O:8])[CH2:4][CH2:3]1. The yield is 0.730. (4) The reactants are Br[CH2:2][C:3]1[CH:10]=[CH:9][C:6]([CH:7]=[O:8])=[CH:5][CH:4]=1.[N-:11]=[N+:12]=[N-:13].[Na+]. The catalyst is CN(C=O)C.C(OCC)(=O)C.O. The product is [N:11]([CH2:2][C:3]1[CH:10]=[CH:9][C:6]([CH:7]=[O:8])=[CH:5][CH:4]=1)=[N+:12]=[N-:13]. The yield is 0.920.